Dataset: Full USPTO retrosynthesis dataset with 1.9M reactions from patents (1976-2016). Task: Predict the reactants needed to synthesize the given product. (1) Given the product [CH3:20][C:10]1[N:9]=[C:8]([CH2:7][OH:6])[C:13]([C:14]2[CH:19]=[CH:18][CH:17]=[CH:16][CH:15]=2)=[CH:12][CH:11]=1, predict the reactants needed to synthesize it. The reactants are: CC([Si](C)(C)[O:6][CH2:7][C:8]1[C:13]([C:14]2[CH:19]=[CH:18][CH:17]=[CH:16][CH:15]=2)=[CH:12][CH:11]=[C:10]([CH3:20])[N:9]=1)(C)C.C1COCC1. (2) Given the product [ClH:1].[NH2:2][C@H:3]1[C:12]2[CH:11]=[C:10]([C:13]([O:15][CH3:18])=[O:14])[C:9]([F:16])=[CH:8][C:7]=2[CH2:6][CH2:5][CH2:4]1, predict the reactants needed to synthesize it. The reactants are: [ClH:1].[NH2:2][C@H:3]1[C:12]2[CH:11]=[C:10]([C:13]([OH:15])=[O:14])[C:9]([F:16])=[CH:8][C:7]=2[CH2:6][CH2:5][CH2:4]1.Cl.[CH3:18]O. (3) Given the product [CH3:19][C:20]([CH3:25])([CH3:24])[C:21]([O:11][CH2:10][CH2:9][O:8][CH2:1][C:2]1[CH:7]=[CH:6][CH:5]=[CH:4][CH:3]=1)=[O:22], predict the reactants needed to synthesize it. The reactants are: [CH2:1]([O:8][CH2:9][CH2:10][OH:11])[C:2]1[CH:7]=[CH:6][CH:5]=[CH:4][CH:3]=1.C(N(CC)CC)C.[CH3:19][C:20]([CH3:25])([CH3:24])[C:21](Cl)=[O:22]. (4) The reactants are: [Br:1][C:2]1[C:11]2[C:6](=[CH:7][CH:8]=[C:9]([O:12][CH3:13])[N:10]=2)[N:5]=[CH:4][C:3]=1[NH2:14].[F:15][B-:16]([F:19])([F:18])[F:17].[N:20]#[O+]. Given the product [F:15][B-:16]([F:19])([F:18])[F:17].[Br:1][C:2]1[C:11]2[C:6](=[CH:7][CH:8]=[C:9]([O:12][CH3:13])[N:10]=2)[N:5]=[CH:4][C:3]=1[N+:14]#[N:20], predict the reactants needed to synthesize it. (5) The reactants are: [CH3:1][O:2][C:3]1[CH:8]=[N:7][N:6]([CH3:9])[C:5](=[O:10])[C:4]=1[C:11]1[CH:15]=[CH:14][N:13]([C:16]2[CH:21]=[CH:20][C:19]([C:22]([F:25])([F:24])[F:23])=[CH:18][CH:17]=2)[N:12]=1.[Br:26]N1C(=O)CCC1=O. Given the product [Br:26][C:15]1[C:11]([C:4]2[C:5](=[O:10])[N:6]([CH3:9])[N:7]=[CH:8][C:3]=2[O:2][CH3:1])=[N:12][N:13]([C:16]2[CH:21]=[CH:20][C:19]([C:22]([F:25])([F:23])[F:24])=[CH:18][CH:17]=2)[CH:14]=1, predict the reactants needed to synthesize it. (6) The reactants are: [C:1]1(=[O:7])[CH2:6][CH2:5]CC=C1.OOS([O-])=O.[K+].[O-:14]S([O-])=O.[Na+].[Na+].CC[O:22][C:23]([CH3:25])=[O:24]. Given the product [C:23]([OH:22])(=[O:24])[CH2:25][CH2:5][CH2:6][C:1]([OH:7])=[O:14], predict the reactants needed to synthesize it. (7) The reactants are: N[C:2]1[CH:3]=[CH:4][C:5]([CH3:26])=[C:6]([C:8]([C:10]2[CH:15]=[CH:14][C:13]([NH:16][C:17]3[CH:22]=[CH:21][C:20]([F:23])=[CH:19][C:18]=3[F:24])=[CH:12][C:11]=2[Cl:25])=[O:9])[CH:7]=1.Cl.N([O-])=O.[Na+].[I:32]I. Given the product [Cl:25][C:11]1[CH:12]=[C:13]([NH:16][C:17]2[CH:22]=[CH:21][C:20]([F:23])=[CH:19][C:18]=2[F:24])[CH:14]=[CH:15][C:10]=1[C:8]([C:6]1[CH:7]=[C:2]([I:32])[CH:3]=[CH:4][C:5]=1[CH3:26])=[O:9], predict the reactants needed to synthesize it.